Dataset: Reaction yield outcomes from USPTO patents with 853,638 reactions. Task: Predict the reaction yield, written as a fraction of the theoretical maximum amount of product (1.0 means a 100% yield; for example, 0.34 means a 34% yield). (1) The reactants are [NH:1]1[CH:5]=[CH:4][N:3]=[CH:2]1.F[C:7]1[CH:16]=[CH:15][C:10]([C:11]([O:13][CH3:14])=[O:12])=[CH:9][CH:8]=1.C(=O)([O-])[O-].[K+].[K+]. The catalyst is CS(C)=O. The product is [CH3:14][O:13][C:11]([C:10]1[CH:15]=[CH:16][C:7]([N:1]2[CH:5]=[CH:4][N:3]=[CH:2]2)=[CH:8][CH:9]=1)=[O:12]. The yield is 0.590. (2) The reactants are [Cl:1][C:2]1[CH:7]=[C:6](I)[C:5]([Cl:9])=[CH:4][N:3]=1.[NH2:10][C:11]1[CH:18]=[C:17]([Cl:19])[CH:16]=[CH:15][C:12]=1[C:13]#[N:14].[O-]P(OP(OP([O-])([O-])=O)([O-])=O)(=O)[O-].[K+].[K+].[K+].[K+].[K+].C1C=CC(P(C2C(OC3C(P(C4C=CC=CC=4)C4C=CC=CC=4)=CC=CC=3)=CC=CC=2)C2C=CC=CC=2)=CC=1. The catalyst is O1CCOCC1.C([O-])(=O)C.[Pd+2].C([O-])(=O)C. The product is [Cl:19][C:17]1[CH:16]=[CH:15][C:12]([C:13]#[N:14])=[C:11]([NH:10][C:6]2[C:5]([Cl:9])=[CH:4][N:3]=[C:2]([Cl:1])[CH:7]=2)[CH:18]=1. The yield is 0.571.